This data is from Forward reaction prediction with 1.9M reactions from USPTO patents (1976-2016). The task is: Predict the product of the given reaction. (1) Given the reactants [C:1]([N:8]1[CH2:12][CH2:11][CH2:10][CH:9]1[C:13]1[CH:21]=[CH:20][C:16]([C:17](O)=O)=[CH:15][CH:14]=1)([O:3][C:4]([CH3:7])([CH3:6])[CH3:5])=[O:2].C1N=CN(C(N2C=NC=C2)=O)C=1.Cl.Cl.[NH2:36][C:37]1[C:45]([NH2:46])=[CH:44][CH:43]=[CH:42][C:38]=1[C:39]([NH2:41])=[O:40].C(O)(C)C, predict the reaction product. The product is: [C:39]([C:38]1[C:37]2[N:36]=[C:17]([C:16]3[CH:15]=[CH:14][C:13]([CH:9]4[CH2:10][CH2:11][CH2:12][N:8]4[C:1]([O:3][C:4]([CH3:7])([CH3:6])[CH3:5])=[O:2])=[CH:21][CH:20]=3)[NH:46][C:45]=2[CH:44]=[CH:43][CH:42]=1)(=[O:40])[NH2:41]. (2) Given the reactants [Cl:1][C:2]1[CH:6]=[CH:5][N:4]([CH3:7])[N:3]=1.[N+:8]([O-])([OH:10])=[O:9], predict the reaction product. The product is: [Cl:1][C:2]1[C:6]([N+:8]([O-:10])=[O:9])=[CH:5][N:4]([CH3:7])[N:3]=1. (3) Given the reactants [F:1][C:2]1[CH:7]=[CH:6][CH:5]=[C:4]([F:8])[C:3]=1[C:9](=[O:12])[CH2:10][CH3:11].C1C=C[NH+]=CC=1.[Br:19][Br-]Br, predict the reaction product. The product is: [Br:19][CH:10]([CH3:11])[C:9]([C:3]1[C:2]([F:1])=[CH:7][CH:6]=[CH:5][C:4]=1[F:8])=[O:12]. (4) Given the reactants [OH-:1].[Na+].[F:3][C:4]([F:20])([F:19])[O:5][C:6]1[CH:11]=[CH:10][C:9]([C:12]2[CH:13]=[C:14]([CH:17]=[O:18])[S:15][CH:16]=2)=[CH:8][CH:7]=1, predict the reaction product. The product is: [F:20][C:4]([F:3])([F:19])[O:5][C:6]1[CH:7]=[CH:8][C:9]([C:12]2[CH:13]=[C:14]([C:17]([OH:1])=[O:18])[S:15][CH:16]=2)=[CH:10][CH:11]=1. (5) Given the reactants [Cl:1][C:2]1[C:3]2[N:4]([C:8]([C@H:11]3[CH2:20][N:19]4[C@H:14]([CH2:15][O:16][C@H:17]([CH3:22])[C:18]4=[O:21])[CH2:13][CH2:12]3)=[N:9][CH:10]=2)[CH:5]=[CH:6][N:7]=1.C1C(=O)N([Br:30])C(=O)C1, predict the reaction product. The product is: [Br:30][C:10]1[N:9]=[C:8]([C@H:11]2[CH2:20][N:19]3[C@H:14]([CH2:15][O:16][C@H:17]([CH3:22])[C:18]3=[O:21])[CH2:13][CH2:12]2)[N:4]2[CH:5]=[CH:6][N:7]=[C:2]([Cl:1])[C:3]=12. (6) Given the reactants COC(C1CC(=O)[N:7](C2C=CC(O)=CC=2)[CH2:6]1)=O.FC1C(F)=C(F)C=CC=1CBr.C[O:30][C:31]([CH:33]1[CH2:37][C:36](=[O:38])[N:35]([C:39]2[CH:44]=[CH:43][C:42]([O:45][CH2:46][C:47]3[CH:52]=[CH:51][C:50]([F:53])=[C:49]([F:54])[C:48]=3[F:55])=[CH:41][CH:40]=2)[CH2:34]1)=O, predict the reaction product. The product is: [CH3:6][NH2:7].[CH3:6][NH:7][C:31]([CH:33]1[CH2:37][C:36](=[O:38])[N:35]([C:39]2[CH:44]=[CH:43][C:42]([O:45][CH2:46][C:47]3[CH:52]=[CH:51][C:50]([F:53])=[C:49]([F:54])[C:48]=3[F:55])=[CH:41][CH:40]=2)[CH2:34]1)=[O:30]. (7) Given the reactants [CH3:1][P:2](=[O:7])([O:5][CH3:6])[O:3][CH3:4].[Li]CCCC.[CH2:13]([C:17]1([C:21](OC)=[O:22])[CH2:20][CH2:19][CH2:18]1)[CH2:14][CH2:15][CH3:16], predict the reaction product. The product is: [CH2:13]([C:17]1([C:21](=[O:22])[CH2:1][P:2](=[O:7])([O:5][CH3:6])[O:3][CH3:4])[CH2:20][CH2:19][CH2:18]1)[CH2:14][CH2:15][CH3:16]. (8) Given the reactants ClC1C(C(C2[CH:11]=[N:12][N:13](C)C=2C2C=CC(C)=CC=2)=O)=C(Cl)N=CN=1.C(N(CC)C(C)C)(C)C.N1CC[C@H](N2CCCCC2)C1.Cl[C:45]1[C:50]([C:51]([C:53]2[CH:54]=[N:55][N:56]([CH3:65])[C:57]=2[C:58]2[CH:63]=[CH:62][C:61]([CH3:64])=[CH:60][CH:59]=2)=O)=[C:49]([N:66]2[CH2:70][CH2:69][C@H:68]([N:71]3[CH2:76][CH2:75][CH2:74][CH2:73][CH2:72]3)[CH2:67]2)[N:48]=[CH:47][N:46]=1.CNN, predict the reaction product. The product is: [CH3:11][N:12]1[C:45]2=[N:46][CH:47]=[N:48][C:49]([N:66]3[CH2:70][CH2:69][C@H:68]([N:71]4[CH2:72][CH2:73][CH2:74][CH2:75][CH2:76]4)[CH2:67]3)=[C:50]2[C:51]([C:53]2[CH:54]=[N:55][N:56]([CH3:65])[C:57]=2[C:58]2[CH:59]=[CH:60][C:61]([CH3:64])=[CH:62][CH:63]=2)=[N:13]1. (9) Given the reactants I[C:2]1[C:6]([CH2:7][N:8](C)[CH2:9][CH2:10][NH:11][C:12](=[O:18])[O:13][C:14]([CH3:17])([CH3:16])[CH3:15])=[CH:5][N:4]([CH:20]2[CH2:25][CH2:24][CH2:23][CH2:22][O:21]2)[N:3]=1.[C:26]([O:30][C:31]([N:33]1[C:41]2[C:36](=[CH:37][C:38](B(O)O)=[CH:39][CH:40]=2)[CH:35]=[N:34]1)=[O:32])([CH3:29])([CH3:28])[CH3:27].C(Cl)Cl.CC#N, predict the reaction product. The product is: [C:14]([O:13][C:12]([NH:11][CH2:10][CH2:9][NH:8][CH2:7][C:6]1[C:2]([C:38]2[CH:37]=[C:36]3[C:41](=[CH:40][CH:39]=2)[N:33]([C:31]([O:30][C:26]([CH3:29])([CH3:28])[CH3:27])=[O:32])[N:34]=[CH:35]3)=[N:3][N:4]([CH:20]2[CH2:25][CH2:24][CH2:23][CH2:22][O:21]2)[CH:5]=1)=[O:18])([CH3:15])([CH3:16])[CH3:17]. (10) Given the reactants [Cl:1][C:2]1[CH:3]=[C:4]2[C:8](=[CH:9][CH:10]=1)[NH:7][CH:6]=[CH:5]2.Br[C:12]1[CH:17]=[CH:16][CH:15]=[CH:14][CH:13]=1.[Li+].[OH-], predict the reaction product. The product is: [Cl:1][C:2]1[CH:3]=[C:4]2[C:8](=[CH:9][CH:10]=1)[NH:7][CH:6]=[C:5]2[C:12]1[CH:17]=[CH:16][CH:15]=[CH:14][CH:13]=1.